This data is from Experimentally validated miRNA-target interactions with 360,000+ pairs, plus equal number of negative samples. The task is: Binary Classification. Given a miRNA mature sequence and a target amino acid sequence, predict their likelihood of interaction. The miRNA is mmu-let-7d-5p with sequence AGAGGUAGUAGGUUGCAUAGUU. The protein sequence of the target gene is MRGVSAHGLSHEERRQLAVDLTRVLAHYRSILDAYIIEFFTDSPWGTLPHSWQEALDGLNPPQLATLLLGMPRDGEEMRYRSVWPLTLLALKSTACALAFTRTPGFHTPSEFLENPSQSSRLTAPFRKHVKPKKQHEIRRLGELVKKLSDLTGCTQVVDVGSGQGHLSRFMSLGLGLMVKSLEGNQRLVKRAQHLDQELLKALDKMEKRHPKMVQRGPRHRPHHVVQWVSPTTLCEELLLPLERPGQSSARLLLTGLHACGDLSVALLRHFCCCPEVVALASVGCCYMKLSDPGSYPLSQ.... Result: 0 (no interaction).